This data is from Reaction yield outcomes from USPTO patents with 853,638 reactions. The task is: Predict the reaction yield, written as a fraction of the theoretical maximum amount of product (1.0 means a 100% yield; for example, 0.34 means a 34% yield). (1) The reactants are [Br:1][C:2]1[CH:9]=[CH:8][C:5]([CH2:6]Br)=[CH:4][CH:3]=1.[C:10]1([CH:16]2[S:21][CH2:20][CH2:19][NH:18][CH2:17]2)[CH:15]=[CH:14][CH:13]=[CH:12][CH:11]=1.C(=O)([O-])[O-].[K+].[K+]. The catalyst is C(#N)C. The product is [Br:1][C:2]1[CH:9]=[CH:8][C:5]([CH2:6][N:18]2[CH2:19][CH2:20][S:21][CH:16]([C:10]3[CH:15]=[CH:14][CH:13]=[CH:12][CH:11]=3)[CH2:17]2)=[CH:4][CH:3]=1. The yield is 0.530. (2) The yield is 0.790. The catalyst is CN(C)C=O. The product is [CH3:20][CH:19]([O:18][C:17]1[C:8]([O:7][CH2:24][CH:23]=[CH2:22])=[C:9]([CH:14]=[CH:15][CH:16]=1)[C:10]([O:12][CH3:13])=[O:11])[CH3:21]. The reactants are C(=O)([O-])[O-].[Cs+].[Cs+].[OH:7][C:8]1[C:17]([O:18][CH:19]([CH3:21])[CH3:20])=[CH:16][CH:15]=[CH:14][C:9]=1[C:10]([O:12][CH3:13])=[O:11].[CH2:22](Br)[CH:23]=[CH2:24].O.